Dataset: Full USPTO retrosynthesis dataset with 1.9M reactions from patents (1976-2016). Task: Predict the reactants needed to synthesize the given product. The reactants are: NC1C2N(C([C@H]3CC[C@H](C(O)=O)CC3)=NC=2C2C=CC=C(OCC3C=CC=CC=3)C=2)C=CN=1.C[O:35][C:36]([CH:38]1[CH2:43][CH2:42][CH:41]([C:44]2[N:48]3[CH:49]=[CH:50][N:51]=[C:52]([NH2:53])[C:47]3=[C:46]([C:54]3[CH:59]=[CH:58][CH:57]=[C:56]([O:60][CH2:61][C:62]4[C:67]([F:68])=[CH:66][CH:65]=[CH:64][C:63]=4[F:69])[CH:55]=3)[N:45]=2)[CH2:40][CH2:39]1)=[O:37]. Given the product [NH2:53][C:52]1[C:47]2[N:48]([C:44]([CH:41]3[CH2:40][CH2:39][CH:38]([C:36]([OH:37])=[O:35])[CH2:43][CH2:42]3)=[N:45][C:46]=2[C:54]2[CH:59]=[CH:58][CH:57]=[C:56]([O:60][CH2:61][C:62]3[C:63]([F:69])=[CH:64][CH:65]=[CH:66][C:67]=3[F:68])[CH:55]=2)[CH:49]=[CH:50][N:51]=1, predict the reactants needed to synthesize it.